Dataset: Experimentally validated miRNA-target interactions with 360,000+ pairs, plus equal number of negative samples. Task: Binary Classification. Given a miRNA mature sequence and a target amino acid sequence, predict their likelihood of interaction. The miRNA is hsa-miR-6879-5p with sequence CAGGGCAGGGAAGGUGGGAGAG. The protein sequence of the target gene is MKNPEAQQDVSVSQGFRMLFYTMKPSETSFQTLEEVPDYVKKATPFFISLMLLELVVSWILKGKPPGRLDDALTSISAGVLSRLPSLFFRSIELTSYIYIWENYRLFNLPWDSPWTWYSAFLGVDFGYYWFHRMAHEVNIMWAGHQTHHSSEDYNLSTALRQSVLQIYTSWIFYSPLALFIPPSVYAVHLQFNLLYQFWIHTEVINNLGPLELILNTPSHHRVHHGRNRYCIDKNYAGVLIIWDKIFGTFEAENEKVVYGLTHPINTFEPIKVQFHHLFSIWTTFWATPGFFNKFSVIFK.... Result: 0 (no interaction).